This data is from Catalyst prediction with 721,799 reactions and 888 catalyst types from USPTO. The task is: Predict which catalyst facilitates the given reaction. Reactant: [F:1][C:2]([F:17])([F:16])[C:3]1[CH:4]=[C:5]([C:9]2[N:10]=[C:11]([CH2:14]O)[S:12][CH:13]=2)[CH:6]=[CH:7][CH:8]=1.S(Cl)([Cl:20])=O. Product: [Cl:20][CH2:14][C:11]1[S:12][CH:13]=[C:9]([C:5]2[CH:6]=[CH:7][CH:8]=[C:3]([C:2]([F:17])([F:16])[F:1])[CH:4]=2)[N:10]=1. The catalyst class is: 7.